This data is from Peptide-MHC class II binding affinity with 134,281 pairs from IEDB. The task is: Regression. Given a peptide amino acid sequence and an MHC pseudo amino acid sequence, predict their binding affinity value. This is MHC class II binding data. (1) The peptide sequence is LVAGPAGSYAADLGY. The MHC is HLA-DQA10501-DQB10201 with pseudo-sequence HLA-DQA10501-DQB10201. The binding affinity (normalized) is 0.584. (2) The peptide sequence is EFESLFKCLSHISLS. The MHC is DRB1_0101 with pseudo-sequence DRB1_0101. The binding affinity (normalized) is 1.00.